Predict the reaction yield, written as a fraction of the theoretical maximum amount of product (1.0 means a 100% yield; for example, 0.34 means a 34% yield). From a dataset of Reaction yield outcomes from USPTO patents with 853,638 reactions. (1) The reactants are [Cl:1][C:2]1[CH:10]=[C:6]([C:7](O)=[O:8])[C:5]([N:11]([CH3:22])[S:12]([C:15]2[CH:20]=[CH:19][C:18]([CH3:21])=[CH:17][CH:16]=2)(=[O:14])=[O:13])=[CH:4][CH:3]=1.S(Cl)(Cl)=O. The catalyst is C(Cl)(Cl)Cl. The product is [Cl:1][C:2]1[CH:3]=[CH:4][C:5]([N:11]([CH3:22])[S:12]([C:15]2[CH:16]=[CH:17][C:18]([CH3:21])=[CH:19][CH:20]=2)(=[O:13])=[O:14])=[C:6]([CH2:7][OH:8])[CH:10]=1. The yield is 0.880. (2) The reactants are [O:1]=[C:2]1[CH2:7][CH2:6][N:5]([C:8]2[CH:13]=[CH:12][C:11]([N:14]3[CH2:18][C@H:17]([CH2:19][NH:20][C:21](=[O:23])[CH3:22])[O:16][C:15]3=[O:24])=[CH:10][C:9]=2[F:25])[CH2:4][CH2:3]1.[Br-].O1CCC[CH2:28]1. No catalyst specified. The product is [CH3:28][C:2]1([OH:1])[CH2:3][CH2:4][N:5]([C:8]2[CH:13]=[CH:12][C:11]([N:14]3[CH2:18][C@H:17]([CH2:19][NH:20][C:21](=[O:23])[CH3:22])[O:16][C:15]3=[O:24])=[CH:10][C:9]=2[F:25])[CH2:6][CH2:7]1. The yield is 0.710.